This data is from Reaction yield outcomes from USPTO patents with 853,638 reactions. The task is: Predict the reaction yield, written as a fraction of the theoretical maximum amount of product (1.0 means a 100% yield; for example, 0.34 means a 34% yield). The reactants are [Cl:1][C:2]1[CH:3]=[C:4]2[C:8](=[CH:9][CH:10]=1)[N:7]([C:11]1[N:15]([CH3:16])[N:14]=[C:13]([CH3:17])[C:12]=1/[CH:18]=[CH:19]/[C:20]#[N:21])[CH:6]=[CH:5]2.[Cl-].[OH:23][NH3+:24].C(N(CC)CC)C.O. The catalyst is CS(C)=O. The product is [Cl:1][C:2]1[CH:3]=[C:4]2[C:8](=[CH:9][CH:10]=1)[N:7]([C:11]1[N:15]([CH3:16])[N:14]=[C:13]([CH3:17])[C:12]=1/[CH:18]=[CH:19]/[C:20](=[N:24]/[OH:23])/[NH2:21])[CH:6]=[CH:5]2. The yield is 0.440.